Dataset: Full USPTO retrosynthesis dataset with 1.9M reactions from patents (1976-2016). Task: Predict the reactants needed to synthesize the given product. (1) Given the product [Cl:8][C:9]1[CH:10]=[C:11]([NH:24][C:25]2[C:34]3[C:29](=[CH:30][CH:31]=[CH:32][C:33]=3[O:5][CH2:4][C@@H:3]([N:2]([CH3:7])[CH3:1])[CH3:6])[N:28]=[CH:27][N:26]=2)[CH:12]=[CH:13][C:14]=1[O:15][CH2:16][C:17]1[CH:22]=[CH:21][CH:20]=[C:19]([F:23])[CH:18]=1, predict the reactants needed to synthesize it. The reactants are: [CH3:1][N:2]([CH3:7])[C@@H:3]([CH3:6])[CH2:4][OH:5].[Cl:8][C:9]1[CH:10]=[C:11]([NH:24][C:25]2[C:34]3[C:29](=[CH:30][CH:31]=[CH:32][C:33]=3F)[N:28]=[CH:27][N:26]=2)[CH:12]=[CH:13][C:14]=1[O:15][CH2:16][C:17]1[CH:22]=[CH:21][CH:20]=[C:19]([F:23])[CH:18]=1. (2) Given the product [C:36]([NH:1][C@@H:2]([CH2:17][C:18]1[C:26]2[C:21](=[CH:22][CH:23]=[CH:24][CH:25]=2)[NH:20][CH:19]=1)[C:3]([NH:5][C@H:6]([CH2:10][S:11][S:12][C:13]([CH3:14])([CH3:16])[CH3:15])[C:7]([OH:9])=[O:8])=[O:4])(=[O:38])[CH3:37], predict the reactants needed to synthesize it. The reactants are: [NH2:1][C@@H:2]([CH2:17][C:18]1[C:26]2[C:21](=[CH:22][CH:23]=[CH:24][CH:25]=2)[NH:20][CH:19]=1)[C:3]([NH:5][C@H:6]([CH2:10][S:11][S:12][C:13]([CH3:16])([CH3:15])[CH3:14])[C:7]([OH:9])=[O:8])=[O:4].C(N(C(C)C)C(C)C)C.[C:36](OC(=O)C)(=[O:38])[CH3:37]. (3) Given the product [CH:1]1([CH:5]([OH:15])[C:6]2[CH:7]=[CH:8][C:9]([C:10]([NH:17][CH2:18][CH2:19][C:20]([O:22][CH2:23][CH3:24])=[O:21])=[O:12])=[CH:13][CH:14]=2)[CH2:2][CH2:3][CH2:4]1, predict the reactants needed to synthesize it. The reactants are: [CH:1]1([CH:5]([OH:15])[C:6]2[CH:14]=[CH:13][C:9]([C:10]([OH:12])=O)=[CH:8][CH:7]=2)[CH2:4][CH2:3][CH2:2]1.Cl.[NH2:17][CH2:18][CH2:19][C:20]([O:22][CH2:23][CH3:24])=[O:21].F[P-](F)(F)(F)(F)F.N1(OC(N(C)C)=[N+](C)C)C2N=CC=CC=2N=N1.C(N(C(C)C)CC)(C)C.